Predict the product of the given reaction. From a dataset of Forward reaction prediction with 1.9M reactions from USPTO patents (1976-2016). (1) Given the reactants C(OC([N:8]1[C:16]2[C:11](=[CH:12][C:13]([C:17](=[O:29])[NH:18][C:19]3[CH:20]=[N:21][C:22]4[C:27]([CH:28]=3)=[CH:26][CH:25]=[CH:24][CH:23]=4)=[CH:14][CH:15]=2)[CH2:10][CH2:9]1)=O)(C)(C)C, predict the reaction product. The product is: [N:21]1[C:22]2[C:27](=[CH:26][CH:25]=[CH:24][CH:23]=2)[CH:28]=[C:19]([NH:18][C:17]([C:13]2[CH:12]=[C:11]3[C:16](=[CH:15][CH:14]=2)[NH:8][CH2:9][CH2:10]3)=[O:29])[CH:20]=1. (2) The product is: [O:8]=[C:9]([N:23]1[CH2:28][CH2:27][N:26]2[C:29]([C:32]([F:35])([F:34])[F:33])=[N:30][N:31]=[C:25]2[CH2:24]1)[CH2:10][CH:11]([NH2:22])[CH2:12][C:13]1[CH:18]=[C:17]([F:19])[C:16]([F:20])=[CH:15][C:14]=1[F:21]. Given the reactants [BH4-].[Na+].CS(O)(=O)=O.[O:8]=[C:9]([N:23]1[CH2:28][CH2:27][N:26]2[C:29]([C:32]([F:35])([F:34])[F:33])=[N:30][N:31]=[C:25]2[CH2:24]1)[CH:10]=[C:11]([NH2:22])[CH2:12][C:13]1[CH:18]=[C:17]([F:19])[C:16]([F:20])=[CH:15][C:14]=1[F:21].N, predict the reaction product. (3) The product is: [I-:26].[CH3:25][N+:22]1[CH:23]=[CH:24][N:20]([C:13]([O:9][C:7]([CH3:10])([CH3:8])[C:6]([F:12])([F:11])[F:5])=[O:14])[CH:21]=1. Given the reactants C(Cl)(Cl)Cl.[F:5][C:6]([F:12])([F:11])[C:7]([CH3:10])([OH:9])[CH3:8].[C:13]([N:20]1[CH:24]=[CH:23][N:22]=[CH:21]1)(N1C=CN=C1)=[O:14].[CH3:25][I:26], predict the reaction product. (4) The product is: [F:1][C:2]1[C:10]2[CH2:9][CH2:8][CH2:7][CH2:6][C:5]=2[N:4]2[CH2:11][CH2:12][N:13]([C:16]3[C:17]([CH2:18][OH:19])=[C:20]([C:24]4[CH:29]=[C:28]([NH:30][C:31]5[CH:40]=[C:34]6[CH2:35][N:36]([CH3:39])[CH2:37][CH2:38][N:33]6[N:32]=5)[C:27](=[O:41])[N:26]([CH3:42])[CH:25]=4)[CH:21]=[CH:22][N:23]=3)[C:14](=[O:15])[C:3]=12. Given the reactants [F:1][C:2]1[C:10]2[CH2:9][CH2:8][CH2:7][CH2:6][C:5]=2[N:4]2[CH2:11][CH2:12][N:13]([C:16]3[N:23]=[CH:22][CH:21]=[C:20]([C:24]4[CH:29]=[C:28]([NH:30][C:31]5[CH:40]=[C:34]6[CH2:35][N:36]([CH3:39])[CH2:37][CH2:38][N:33]6[N:32]=5)[C:27](=[O:41])[N:26]([CH3:42])[CH:25]=4)[C:17]=3[CH:18]=[O:19])[C:14](=[O:15])[C:3]=12.[BH4-].[Na+].O, predict the reaction product. (5) Given the reactants Cl[C:2](Cl)([O:4]C(=O)OC(Cl)(Cl)Cl)Cl.[S:13]1[C:17]2[CH:18]=[C:19]([NH2:22])[CH:20]=[CH:21][C:16]=2[N:15]=[CH:14]1.[CH3:23][O:24][CH:25]([O:28][CH3:29])[CH2:26][NH2:27].C(OC(=O)C)C, predict the reaction product. The product is: [S:13]1[C:17]2[CH:18]=[C:19]([NH:22][C:2]([NH:27][CH2:26][CH:25]([O:28][CH3:29])[O:24][CH3:23])=[O:4])[CH:20]=[CH:21][C:16]=2[N:15]=[CH:14]1. (6) The product is: [F:1][C:2]1[CH:3]=[CH:4][C:5]([OH:32])=[C:6]([C:8]([CH3:30])([CH3:31])[CH2:9][C:10]([C:26]([F:27])([F:28])[F:29])([OH:25])[CH2:11][NH:12][C:13]2[CH:22]=[CH:21][CH:20]=[C:19]3[C:14]=2[CH:15]=[CH:16][C:17]([O:23][CH3:24])=[N:18]3)[CH:7]=1. Given the reactants [F:1][C:2]1[CH:3]=[CH:4][C:5]([O:32]C)=[C:6]([C:8]([CH3:31])([CH3:30])[CH2:9][C:10]([C:26]([F:29])([F:28])[F:27])([OH:25])[CH2:11][NH:12][C:13]2[CH:22]=[CH:21][CH:20]=[C:19]3[C:14]=2[CH:15]=[CH:16][C:17]([O:23][CH3:24])=[N:18]3)[CH:7]=1.B(Br)(Br)Br.C(Cl)Cl.C([O-])(O)=O.[Na+], predict the reaction product. (7) Given the reactants [CH2:1]([C:4]1[C:8]([CH2:9][CH2:10][CH2:11][OH:12])=[CH:7][N:6]([C:13]2[CH:18]=[CH:17][C:16]([C:19]([F:22])([F:21])[F:20])=[CH:15][N:14]=2)[N:5]=1)[CH2:2][CH3:3].O[C:24]1[CH:28]=[C:27]([CH2:29][CH2:30][C:31]([O:33]CC)=[O:32])[N:26]([CH3:36])[N:25]=1.C(P(CCCC)CCCC)CCC.N(C(N1CCCCC1)=O)=NC(N1CCCCC1)=O, predict the reaction product. The product is: [CH3:36][N:26]1[C:27]([CH2:29][CH2:30][C:31]([OH:33])=[O:32])=[CH:28][C:24]([O:12][CH2:11][CH2:10][CH2:9][C:8]2[C:4]([CH2:1][CH2:2][CH3:3])=[N:5][N:6]([C:13]3[CH:18]=[CH:17][C:16]([C:19]([F:21])([F:20])[F:22])=[CH:15][N:14]=3)[CH:7]=2)=[N:25]1. (8) Given the reactants [N+:1]([C:4]1[CH:5]=[CH:6][C:7]2[C:12](=[O:13])OC(=O)[NH:9][C:8]=2[CH:15]=1)([O-:3])=[O:2].[C:16]1([NH:22][NH2:23])[CH:21]=[CH:20][CH:19]=[CH:18][CH:17]=1, predict the reaction product. The product is: [NH2:9][C:8]1[CH:15]=[C:4]([N+:1]([O-:3])=[O:2])[CH:5]=[CH:6][C:7]=1[C:12]([NH:23][NH:22][C:16]1[CH:21]=[CH:20][CH:19]=[CH:18][CH:17]=1)=[O:13].